From a dataset of Catalyst prediction with 721,799 reactions and 888 catalyst types from USPTO. Predict which catalyst facilitates the given reaction. (1) Reactant: [F:1][C:2]1[CH:10]=[CH:9][CH:8]=[C:7]([CH3:11])[C:3]=1[C:4]([OH:6])=O.O=S(Cl)Cl.CCN(CC)CC.[CH:23]1([NH2:26])[CH2:25][CH2:24]1. Product: [CH:23]1([NH:26][C:4](=[O:6])[C:3]2[C:7]([CH3:11])=[CH:8][CH:9]=[CH:10][C:2]=2[F:1])[CH2:25][CH2:24]1. The catalyst class is: 247. (2) Reactant: [C:1]([OH:14])(=[O:13])/[CH:2]=[CH:3]/[C:4]1[CH:12]=[CH:11][C:9]([OH:10])=[C:6]([O:7][CH3:8])[CH:5]=1.[C:15](OC(=O)C)(=[O:17])[CH3:16].Cl.C(OCC)(=O)C. Product: [C:15]([O:10][C:9]1[CH:11]=[CH:12][C:4](/[CH:3]=[CH:2]/[C:1]([OH:14])=[O:13])=[CH:5][C:6]=1[O:7][CH3:8])(=[O:17])[CH3:16]. The catalyst class is: 17.